From a dataset of Forward reaction prediction with 1.9M reactions from USPTO patents (1976-2016). Predict the product of the given reaction. (1) Given the reactants [NH2:1][C:2]1[S:17][C:5]2[CH2:6][N:7]([C:10]([O:12][C:13]([CH3:16])([CH3:15])[CH3:14])=[O:11])[CH2:8][CH2:9][C:4]=2[C:3]=1[C:18]([O:20][CH3:21])=[O:19].C(N(CC)CC)C.[Cl:29][C:30]1[CH:38]=[CH:37][CH:36]=[CH:35][C:31]=1[C:32](Cl)=[O:33], predict the reaction product. The product is: [Cl:29][C:30]1[CH:38]=[CH:37][CH:36]=[CH:35][C:31]=1[C:32]([NH:1][C:2]1[S:17][C:5]2[CH2:6][N:7]([C:10]([O:12][C:13]([CH3:14])([CH3:15])[CH3:16])=[O:11])[CH2:8][CH2:9][C:4]=2[C:3]=1[C:18]([O:20][CH3:21])=[O:19])=[O:33]. (2) Given the reactants C[O:2][C:3](=[O:16])[C:4]1[CH:13]=[C:12]([O:14][CH3:15])[CH:11]=[C:6]([C:7]([O:9]C)=[O:8])[CH:5]=1.[OH-].[Na+], predict the reaction product. The product is: [CH3:15][O:14][C:12]1[CH:11]=[C:6]([C:7]([OH:9])=[O:8])[CH:5]=[C:4]([CH:13]=1)[C:3]([OH:16])=[O:2]. (3) Given the reactants [CH2:1]([O:8][C:9](=[O:21])[C:10]1[CH:15]=[CH:14][C:13]([CH2:16]Br)=[C:12]([N+:18]([O-:20])=[O:19])[CH:11]=1)[C:2]1[CH:7]=[CH:6][CH:5]=[CH:4][CH:3]=1.[C:22]1(P(C2C=CC=CC=2)C2C=CC=CC=2)C=CC=CC=1.COC1C=CC(NC2OC(C3C=CC4N=[C:61]([C:63]5[C:68]([CH3:69])=[CH:67][C:66]([CH2:70][CH2:71][C:72]([OH:74])=[O:73])=[CH:65][C:64]=5[CH3:75])NC=4C=3)=NN=2)=CC=1.C(=O)([O-])[O-].[K+].[K+], predict the reaction product. The product is: [CH3:22][O:74][C:72](/[CH:71]=[CH:70]/[C:66]1[CH:67]=[C:68]([CH3:69])[C:63](/[CH:61]=[CH:16]/[C:13]2[CH:14]=[CH:15][C:10]([C:9]([O:8][CH2:1][C:2]3[CH:7]=[CH:6][CH:5]=[CH:4][CH:3]=3)=[O:21])=[CH:11][C:12]=2[N+:18]([O-:20])=[O:19])=[C:64]([CH3:75])[CH:65]=1)=[O:73]. (4) Given the reactants [C:1]1([C@H:11]([NH2:13])[CH3:12])[C:10]2[C:5](=[CH:6][CH:7]=[CH:8][CH:9]=2)[CH:4]=[CH:3][CH:2]=1.C([O-])([O-])=O.[Cs+].[Cs+].[CH2:20](Br)[C:21]#[CH:22], predict the reaction product. The product is: [C:1]1([C@H:11]([NH:13][CH2:22][C:21]#[CH:20])[CH3:12])[C:10]2[C:5](=[CH:6][CH:7]=[CH:8][CH:9]=2)[CH:4]=[CH:3][CH:2]=1. (5) Given the reactants [CH3:1][C:2]1[CH:10]=[CH:9][CH:8]=[C:7]2[C:3]=1[CH2:4][C:5](=[O:11])[NH:6]2.[Cl:12]N1C(=O)CCC1=O.FC(F)(F)C(O)=O, predict the reaction product. The product is: [Cl:12][C:10]1[C:2]([CH3:1])=[C:3]2[C:7](=[CH:8][CH:9]=1)[NH:6][C:5](=[O:11])[CH2:4]2. (6) Given the reactants [CH3:1][S:2]([C:5]1[CH:26]=[CH:25][C:8]([O:9][C:10]2[CH:11]=[C:12]([CH:16]=[C:17]([O:19][C@@H:20]([CH3:24])[CH2:21][O:22][CH3:23])[CH:18]=2)[C:13]([OH:15])=O)=[CH:7][CH:6]=1)(=[O:4])=[O:3].[CH2:27]([O:29][C:30](=[O:39])[CH2:31][S:32][C:33]1[S:37][C:36]([NH2:38])=[N:35][CH:34]=1)[CH3:28], predict the reaction product. The product is: [CH2:27]([O:29][C:30](=[O:39])[CH2:31][S:32][C:33]1[S:37][C:36]([NH:38][C:13](=[O:15])[C:12]2[CH:16]=[C:17]([O:19][C@@H:20]([CH3:24])[CH2:21][O:22][CH3:23])[CH:18]=[C:10]([O:9][C:8]3[CH:7]=[CH:6][C:5]([S:2]([CH3:1])(=[O:3])=[O:4])=[CH:26][CH:25]=3)[CH:11]=2)=[N:35][CH:34]=1)[CH3:28]. (7) Given the reactants [CH3:1]/[C:2](/[CH2:35][CH2:36][CH:37]=[CH2:38])=[CH:3]/[C:4]([O:6][C@@H:7]1[CH2:12][C@@H:11]([CH2:13][CH2:14][CH2:15][CH:16]=[CH2:17])[O:10][C@@:9]([O:33]C)([C@@H:18]2[CH2:22][S:21][C:20](=[O:23])[N:19]2CC2C=CC(OC)=CC=2)[CH2:8]1)=[O:5].CO[C@]1([C@@H]2CSC(=O)N2CC2C=CC(OC)=CC=2)C[C@H]2C[C@@H](CCCC=CCCC(C)=CC(=O)O2)O1, predict the reaction product. The product is: [CH3:1]/[C:2](/[CH2:35][CH2:36][CH:37]=[CH2:38])=[CH:3]/[C:4]([O:6][C@@H:7]1[CH2:12][C@@H:11]([CH2:13][CH2:14][CH2:15][CH:16]=[CH2:17])[O:10][C@@:9]([OH:33])([C@@H:18]2[CH2:22][S:21][C:20](=[O:23])[NH:19]2)[CH2:8]1)=[O:5]. (8) Given the reactants Cl.C[O:3][C:4](=[O:39])[C:5]1[CH:10]=[CH:9][C:8]([CH2:11][O:12][C:13]2[CH:18]=[CH:17][C:16]([CH2:19][C@H:20]([NH2:38])[C:21]3[N:22]([CH2:34][CH2:35][CH2:36][CH3:37])[CH:23]=[C:24]([C:26]4[CH:31]=[CH:30][C:29]([Cl:32])=[CH:28][C:27]=4[Cl:33])[N:25]=3)=[CH:15][CH:14]=2)=[CH:7][CH:6]=1.[CH3:40][CH:41]1[CH:46]([C:47](O)=[O:48])[CH2:45][CH:44]2[CH2:50][CH:42]1[C:43]2([CH3:52])[CH3:51], predict the reaction product. The product is: [CH2:34]([N:22]1[CH:23]=[C:24]([C:26]2[CH:31]=[CH:30][C:29]([Cl:32])=[CH:28][C:27]=2[Cl:33])[N:25]=[C:21]1[C@@H:20]([NH:38][C:47]([CH:46]1[CH2:45][CH:44]2[CH2:50][CH:42]([C:43]2([CH3:52])[CH3:51])[CH:41]1[CH3:40])=[O:48])[CH2:19][C:16]1[CH:17]=[CH:18][C:13]([O:12][CH2:11][C:8]2[CH:7]=[CH:6][C:5]([C:4]([OH:3])=[O:39])=[CH:10][CH:9]=2)=[CH:14][CH:15]=1)[CH2:35][CH2:36][CH3:37]. (9) Given the reactants [C:1]([O:5][C:6](=[O:33])[NH:7][CH:8]1[CH2:13][CH2:12][CH:11]([NH:14][C:15](=[O:32])[C:16]2[CH:21]=[C:20]([OH:22])[CH:19]=[C:18]([O:23][C:24]3[CH:29]=[CH:28][C:27]([C:30]#[N:31])=[CH:26][CH:25]=3)[CH:17]=2)[CH2:10][CH2:9]1)([CH3:4])([CH3:3])[CH3:2].F[C:35]1[CH:42]=[CH:41][C:38]([CH:39]=[O:40])=[CH:37][CH:36]=1, predict the reaction product. The product is: [C:1]([O:5][C:6](=[O:33])[NH:7][CH:8]1[CH2:13][CH2:12][CH:11]([NH:14][C:15](=[O:32])[C:16]2[CH:21]=[C:20]([O:22][C:35]3[CH:42]=[CH:41][C:38]([CH:39]=[O:40])=[CH:37][CH:36]=3)[CH:19]=[C:18]([O:23][C:24]3[CH:29]=[CH:28][C:27]([C:30]#[N:31])=[CH:26][CH:25]=3)[CH:17]=2)[CH2:10][CH2:9]1)([CH3:4])([CH3:2])[CH3:3].